The task is: Predict the reaction yield, written as a fraction of the theoretical maximum amount of product (1.0 means a 100% yield; for example, 0.34 means a 34% yield).. This data is from Reaction yield outcomes from USPTO patents with 853,638 reactions. (1) The reactants are [O:1]=[C:2]([CH2:9][CH3:10])[CH2:3][C:4]([O:6][CH2:7][CH3:8])=[O:5].[Br:11]Br. The catalyst is O. The product is [Br:11][CH:3]([C:2](=[O:1])[CH2:9][CH3:10])[C:4]([O:6][CH2:7][CH3:8])=[O:5]. The yield is 0.940. (2) The reactants are [NH:1]1[CH:5]=[C:4]([C:6]2[C:7]([C:12]3[CH:17]=[CH:16][CH:15]=[CH:14][CH:13]=3)=[N:8][O:9][C:10]=2[CH3:11])[N:3]=[CH:2]1.[F:18][C:19]1[CH:20]=[C:21](B(O)O)[CH:22]=[C:23]([F:25])[CH:24]=1. The yield is 0.300. No catalyst specified. The product is [F:18][C:19]1[CH:20]=[C:21]([N:1]2[CH:5]=[C:4]([C:6]3[C:7]([C:12]4[CH:13]=[CH:14][CH:15]=[CH:16][CH:17]=4)=[N:8][O:9][C:10]=3[CH3:11])[N:3]=[CH:2]2)[CH:22]=[C:23]([F:25])[CH:24]=1. (3) The reactants are [NH2:1][C:2]1[N:10]=[CH:9][CH:8]=[CH:7][C:3]=1[C:4](O)=[O:5].[H-].[H-].[H-].[H-].[Li+].[Al+3].C1COCC1. No catalyst specified. The product is [NH2:1][C:2]1[C:3]([CH2:4][OH:5])=[CH:7][CH:8]=[CH:9][N:10]=1. The yield is 0.870. (4) The reactants are [C:1]([O:5][C:6]([N:8]1[CH2:14][CH2:13][C:12]2[C:15](OS(C(F)(F)F)(=O)=O)=[CH:16][CH:17]=[CH:18][C:11]=2[CH2:10][CH2:9]1)=[O:7])([CH3:4])([CH3:3])[CH3:2].[CH3:27][C:28]([CH3:32])([CH3:31])[C:29]#[CH:30]. No catalyst specified. The product is [C:1]([O:5][C:6]([N:8]1[CH2:14][CH2:13][C:12]2[C:15]([C:30]#[C:29][C:28]([CH3:32])([CH3:31])[CH3:27])=[CH:16][CH:17]=[CH:18][C:11]=2[CH2:10][CH2:9]1)=[O:7])([CH3:4])([CH3:3])[CH3:2]. The yield is 0.740.